From a dataset of Catalyst prediction with 721,799 reactions and 888 catalyst types from USPTO. Predict which catalyst facilitates the given reaction. (1) Product: [CH2:1]([O:5][CH2:6][CH2:7][O:8][C:9]1[CH:10]=[CH:11][C:12]([C:15]2[CH:16]=[CH:17][C:18]3[N:24]([CH2:25][CH:26]([CH3:27])[CH3:28])[CH2:23][CH2:22][C:21]([C:29]([NH:31][C:32]4[CH:37]=[CH:36][C:35]([S:38]([CH2:39][C:40]5[N:41]([CH2:45][CH2:46][CH2:47][C:48]([NH:50][CH3:51])=[O:49])[CH:42]=[CH:43][N:44]=5)=[O:61])=[CH:34][CH:33]=4)=[O:30])=[CH:20][C:19]=3[CH:52]=2)=[CH:13][CH:14]=1)[CH2:2][CH2:3][CH3:4]. Reactant: [CH2:1]([O:5][CH2:6][CH2:7][O:8][C:9]1[CH:14]=[CH:13][C:12]([C:15]2[CH:16]=[CH:17][C:18]3[N:24]([CH2:25][CH:26]([CH3:28])[CH3:27])[CH2:23][CH2:22][C:21]([C:29]([NH:31][C:32]4[CH:37]=[CH:36][C:35]([S:38][CH2:39][C:40]5[N:41]([CH2:45][CH2:46][CH2:47][C:48]([NH:50][CH3:51])=[O:49])[CH:42]=[CH:43][N:44]=5)=[CH:34][CH:33]=4)=[O:30])=[CH:20][C:19]=3[CH:52]=2)=[CH:11][CH:10]=1)[CH2:2][CH2:3][CH3:4].ClC1C=CC=C(C(OO)=[O:61])C=1.S([O-])([O-])(=O)=S.[Na+].[Na+]. The catalyst class is: 4. (2) Reactant: [Cl:1][C:2]1[CH:42]=[CH:41][C:5]([O:6][CH2:7][C:8]([N:10]2[CH2:15][CH2:14][N:13]([CH:16]([C:18]3[N:27]([C:28]4[CH:33]=[CH:32][CH:31]=[CH:30][C:29]=4[O:34][CH2:35][CH3:36])[C:26](=[O:37])[C:25]4[C:20](=[CH:21][C:22]([N+:38]([O-])=O)=[CH:23][CH:24]=4)[N:19]=3)[CH3:17])[CH2:12][CH2:11]2)=[O:9])=[CH:4][CH:3]=1. Product: [NH2:38][C:22]1[CH:21]=[C:20]2[C:25]([C:26](=[O:37])[N:27]([C:28]3[CH:33]=[CH:32][CH:31]=[CH:30][C:29]=3[O:34][CH2:35][CH3:36])[C:18]([CH:16]([N:13]3[CH2:14][CH2:15][N:10]([C:8](=[O:9])[CH2:7][O:6][C:5]4[CH:4]=[CH:3][C:2]([Cl:1])=[CH:42][CH:41]=4)[CH2:11][CH2:12]3)[CH3:17])=[N:19]2)=[CH:24][CH:23]=1. The catalyst class is: 19. (3) Reactant: C(=O)([O-])[O-:2].[K+].[K+].[CH3:7][C:8]1([CH3:19])[CH:10]([C:11]2[CH:16]=[CH:15][CH:14]=[CH:13][CH:12]=2)[CH:9]1[C:17]#[N:18].OO. Product: [CH3:7][C:8]1([CH3:19])[CH:10]([C:11]2[CH:16]=[CH:15][CH:14]=[CH:13][CH:12]=2)[CH:9]1[C:17]([NH2:18])=[O:2]. The catalyst class is: 550. (4) Reactant: Cl.CN(C)CCCN=C=NCC.OC1C=CC=C[N+]=1[O-].[CH:21]1[C:34]2[N:33]([CH2:35][C:36]3[S:40][C:39]([C:41]4[CH:51]=[C:50]([Cl:52])[C:44]([O:45][CH2:46][C:47](O)=[O:48])=[C:43]([Cl:53])[CH:42]=4)=[N:38][N:37]=3)[C:32]3[C:27](=[CH:28][CH:29]=[CH:30][CH:31]=3)[S:26][C:25]=2[CH:24]=[CH:23][CH:22]=1.C(N(CC)CC)C.[NH:61]([CH2:65][CH2:66][OH:67])[CH2:62][CH2:63][OH:64]. Product: [CH:31]1[C:32]2[N:33]([CH2:35][C:36]3[S:40][C:39]([C:41]4[CH:51]=[C:50]([Cl:52])[C:44]([O:45][CH2:46][C:47]([N:61]([CH2:65][CH2:66][OH:67])[CH2:62][CH2:63][OH:64])=[O:48])=[C:43]([Cl:53])[CH:42]=4)=[N:38][N:37]=3)[C:34]3[C:25](=[CH:24][CH:23]=[CH:22][CH:21]=3)[S:26][C:27]=2[CH:28]=[CH:29][CH:30]=1. The catalyst class is: 3. (5) Reactant: [CH2:1]([O:3][C:4](=[O:15])[CH2:5][C:6]1[N:14]=[CH:13][CH:12]=[CH:11][C:7]=1[C:8]([OH:10])=[O:9])[CH3:2].C([O-])(O)=O.[Na+].[CH2:21](I)[CH3:22]. Product: [CH2:1]([O:3][C:4](=[O:15])[CH2:5][C:6]1[N:14]=[CH:13][CH:12]=[CH:11][C:7]=1[C:8]([O:10][CH2:21][CH3:22])=[O:9])[CH3:2]. The catalyst class is: 3. (6) The catalyst class is: 5. Reactant: Cl.O1CCOCC1.CC([N:12]([C@@H:16]([CH3:42])[CH2:17][O:18][C:19]1[N:24]=[C:23]([C:25]#[C:26][C:27]([OH:30])([CH3:29])[CH3:28])[C:22]2[N:31]=[C:32]([C:36]3[C:40]([NH2:41])=[N:39][O:38][N:37]=3)[N:33]([CH2:34][CH3:35])[C:21]=2[CH:20]=1)C(=O)[O-])(C)C. Product: [NH2:41][C:40]1[C:36]([C:32]2[N:33]([CH2:34][CH3:35])[C:21]3[CH:20]=[C:19]([O:18][CH2:17][C@@H:16]([NH2:12])[CH3:42])[N:24]=[C:23]([C:25]#[C:26][C:27]([CH3:28])([OH:30])[CH3:29])[C:22]=3[N:31]=2)=[N:37][O:38][N:39]=1.